Task: Predict which catalyst facilitates the given reaction.. Dataset: Catalyst prediction with 721,799 reactions and 888 catalyst types from USPTO (1) Reactant: Cl.[OH:2][CH:3]1[CH:10]2[CH2:11][C:6]3([C:13]([NH:15][C@H:16]4[CH2:21][CH2:20][CH2:19][NH:18][CH2:17]4)=[O:14])[CH2:7][CH:8]([CH2:12][CH:4]1[CH2:5]3)[CH2:9]2.Br[C:23]1[CH:28]=[CH:27][CH:26]=[CH:25][CH:24]=1.CC(C)([O-])C.[Na+].CS(C)=O.C(O)(C(F)(F)F)=O. Product: [OH:2][CH:3]1[CH:10]2[CH2:11][C:6]3([C:13]([NH:15][C@H:16]4[CH2:21][CH2:20][CH2:19][N:18]([C:23]5[CH:28]=[CH:27][CH:26]=[CH:25][CH:24]=5)[CH2:17]4)=[O:14])[CH2:7][CH:8]([CH2:12][CH:4]1[CH2:5]3)[CH2:9]2. The catalyst class is: 5. (2) Reactant: C(OC([NH:8][CH2:9][CH2:10][O:11][C:12]1[C:13]([C:23]([O:25][CH3:26])=[O:24])=[C:14]([CH3:22])[C:15]([O:18][CH:19]([CH3:21])[CH3:20])=[N:16][CH:17]=1)=O)(C)(C)C.C(O)(C(F)(F)F)=O. Product: [NH2:8][CH2:9][CH2:10][O:11][C:12]1[C:13]([C:23]([O:25][CH3:26])=[O:24])=[C:14]([CH3:22])[C:15]([O:18][CH:19]([CH3:21])[CH3:20])=[N:16][CH:17]=1. The catalyst class is: 2.